Dataset: Catalyst prediction with 721,799 reactions and 888 catalyst types from USPTO. Task: Predict which catalyst facilitates the given reaction. (1) Reactant: [CH2:1]([O:4][C:5](=[O:25])[NH:6][C:7]1[CH:12]=[CH:11][CH:10]=[C:9]([C:13](=O)[CH2:14][C:15]2[CH:20]=[CH:19][N:18]=[C:17]([Cl:21])[N:16]=2)[C:8]=1[O:23][CH3:24])[CH:2]=[CH2:3].C1C(=O)N(Br)C(=O)C1.[N:34]1([C:40](=[S:42])[NH2:41])[CH2:39][CH2:38][O:37][CH2:36][CH2:35]1. Product: [CH2:1]([O:4][C:5](=[O:25])[NH:6][C:7]1[CH:12]=[CH:11][CH:10]=[C:9]([C:13]2[N:41]=[C:40]([N:34]3[CH2:39][CH2:38][O:37][CH2:36][CH2:35]3)[S:42][C:14]=2[C:15]2[CH:20]=[CH:19][N:18]=[C:17]([Cl:21])[N:16]=2)[C:8]=1[O:23][CH3:24])[CH:2]=[CH2:3]. The catalyst class is: 583. (2) Reactant: [NH2:1][C:2]1[CH:9]=[CH:8][CH:7]=[CH:6][C:3]=1[CH2:4]O.[BrH:10].[C:11]1([P:17]([C:24]2[CH:29]=[CH:28][CH:27]=[CH:26][CH:25]=2)[C:18]2[CH:23]=[CH:22][CH:21]=[CH:20][CH:19]=2)[CH:16]=[CH:15][CH:14]=[CH:13][CH:12]=1. Product: [Br-:10].[C:24]1([P+:17]([C:11]2[CH:12]=[CH:13][CH:14]=[CH:15][CH:16]=2)([C:18]2[CH:23]=[CH:22][CH:21]=[CH:20][CH:19]=2)[CH2:4][C:3]2[CH:6]=[CH:7][CH:8]=[CH:9][C:2]=2[NH2:1])[CH:25]=[CH:26][CH:27]=[CH:28][CH:29]=1. The catalyst class is: 10.